The task is: Predict which catalyst facilitates the given reaction.. This data is from Catalyst prediction with 721,799 reactions and 888 catalyst types from USPTO. (1) Reactant: [N+:1]([C:4]1[CH:5]=[C:6]2[C:11](=[CH:12][CH:13]=1)[NH:10][C:9](=[O:14])[CH2:8][CH2:7]2)([O-:3])=[O:2].[H-].[Na+].[Cl:17][CH2:18][CH2:19][CH2:20]I. Product: [Cl:17][CH2:18][CH2:19][CH2:20][N:10]1[C:11]2[C:6](=[CH:5][C:4]([N+:1]([O-:3])=[O:2])=[CH:13][CH:12]=2)[CH2:7][CH2:8][C:9]1=[O:14]. The catalyst class is: 3. (2) Product: [CH3:11][C:6]1[C:5]2[CH:4]=[CH:3][C:2]([CH3:1])=[CH:10][C:9]=2[O:8][CH:7]=1. Reactant: [CH3:1][CH:2]1[CH2:10][CH:9]2[C:5](=[C:6]([CH3:11])[CH2:7][O:8]2)[CH2:4][CH2:3]1.[H][H]. The catalyst class is: 45.